This data is from NCI-60 drug combinations with 297,098 pairs across 59 cell lines. The task is: Regression. Given two drug SMILES strings and cell line genomic features, predict the synergy score measuring deviation from expected non-interaction effect. (1) Drug 1: C1CC(=O)NC(=O)C1N2CC3=C(C2=O)C=CC=C3N. Drug 2: CC1=C(C=C(C=C1)C(=O)NC2=CC(=CC(=C2)C(F)(F)F)N3C=C(N=C3)C)NC4=NC=CC(=N4)C5=CN=CC=C5. Cell line: T-47D. Synergy scores: CSS=0.900, Synergy_ZIP=-0.949, Synergy_Bliss=-0.00122, Synergy_Loewe=0.0422, Synergy_HSA=0.0718. (2) Drug 1: CN1C2=C(C=C(C=C2)N(CCCl)CCCl)N=C1CCCC(=O)O.Cl. Drug 2: CC12CCC3C(C1CCC2O)C(CC4=C3C=CC(=C4)O)CCCCCCCCCS(=O)CCCC(C(F)(F)F)(F)F. Cell line: HL-60(TB). Synergy scores: CSS=0.526, Synergy_ZIP=-1.02, Synergy_Bliss=-4.26, Synergy_Loewe=1.23, Synergy_HSA=-4.23.